Dataset: Experimentally validated miRNA-target interactions with 360,000+ pairs, plus equal number of negative samples. Task: Binary Classification. Given a miRNA mature sequence and a target amino acid sequence, predict their likelihood of interaction. (1) The miRNA is mmu-miR-339-5p with sequence UCCCUGUCCUCCAGGAGCUCACG. The protein sequence of the target gene is MATAAETEAPSTDASWKSRGGGGGDDGMKPALPELESSLQNGGGDGGGGAGPEETAAAEAARSYGHEQPQQTSEAAAAALPKGAEEPERPFRRSFQIPRKSREKKALFQPLTPGSREFEDVLNILHSSYLEPSSVTYFNYRRACLIHNELLEKEFTEKRRELKFDGRLDKELSESYAFLMVDRYQVQSICEKGLQVGQSKITVLGSPSMGIYLCRYADLLQANPLEAGAVGDVVIFKIMKGKIKSIYDPLSVKSLESMLSKNALDPTPKHECHVSKNASRITSLLAYRAYELTQYYFYEY.... Result: 1 (interaction). (2) The miRNA is hsa-miR-7108-5p with sequence GUGUGGCCGGCAGGCGGGUGG. The protein sequence of the target gene is MAAERQEALREFVAVTGAEEDRARFFLESAGWDLQIALASFYEDGGDEDIVTISQATPSSVSRGTAPSDNRVTSFRDLIHDQDEDEEEEEGQRFYAGGSERSGQQIVGPPRKKSPNELVDDLFKGAKEHGAVAVERVTKSPGETSKPRPFAGGGYRLGAAPEEESAYVAGEKRQHSSQDVHVVLKLWKSGFSLDNGELRSYQDPSNAQFLESIRRGEVPAELRRLAHGGQVNLDMEDHRDEDFVKPKGAFKAFTGEGQKLGSTAPQVLSTSSPAQQAENEAKASSSILIDESEPTTNIQI.... Result: 0 (no interaction). (3) The miRNA is hsa-miR-211-3p with sequence GCAGGGACAGCAAAGGGGUGC. The protein sequence of the target gene is MWLFTVNQVLRKMQRRHSSNTDNIPPERNRSQALSSEASVDEGGVFESLKAEAASPPALFSGLSGSLPTSSFPSSLVLGSSAGGGDVFIQMPASREEGGGRGEGGAYHHRQPHHHFHHGGHRGGSLLQHVGGDHRGHSEEGGDEQPGTPAPALSELKAVICWLQKGLPFILILLAKLCFQHKLGIAVCIGMASTFAYANSTLREQVSLKEKRSVLVILWILAFLAGNTLYVLYTFSSQQLYNSLIFLKPNLEMLDFFDLLWIVGIADFVLKYITIALKCLIVALPKIILAVKSKGKFYLV.... Result: 0 (no interaction).